The task is: Predict the reactants needed to synthesize the given product.. This data is from Full USPTO retrosynthesis dataset with 1.9M reactions from patents (1976-2016). Given the product [Cl:1][C:2]1[C:3]([N:12]([CH2:27][C:28]2[CH:33]=[CH:32][C:31]([C:34]3([C:37]#[N:38])[CH2:36][CH2:35]3)=[CH:30][CH:29]=2)[S:13]([C:16]2[CH:25]=[CH:24][C:19]([C:20]([O:22][CH3:23])=[O:21])=[CH:18][CH:17]=2)(=[O:15])=[O:14])=[N:4][CH:5]=[C:6]([C:8]([F:11])([F:9])[F:10])[CH:7]=1, predict the reactants needed to synthesize it. The reactants are: [Cl:1][C:2]1[C:3]([NH:12][S:13]([C:16]2[CH:25]=[CH:24][C:19]([C:20]([O:22][CH3:23])=[O:21])=[CH:18][CH:17]=2)(=[O:15])=[O:14])=[N:4][CH:5]=[C:6]([C:8]([F:11])([F:10])[F:9])[CH:7]=1.Br[CH2:27][C:28]1[CH:33]=[CH:32][C:31]([C:34]2([C:37]#[N:38])[CH2:36][CH2:35]2)=[CH:30][CH:29]=1.